This data is from Experimentally validated miRNA-target interactions with 360,000+ pairs, plus equal number of negative samples. The task is: Binary Classification. Given a miRNA mature sequence and a target amino acid sequence, predict their likelihood of interaction. (1) The miRNA is hsa-miR-363-3p with sequence AAUUGCACGGUAUCCAUCUGUA. The protein sequence of the target gene is MLGFLSRGPSMKLCMGLACVLSLWNTVSGIKGEAKKEKGMTFLPTTVSGLREEERKEKGVAFLATTELPARSIDLSALNLTELVNGMLSRALKDSKKFFSLLSVTSYSSFAFHKFSVAVYNISNLKTVDPAKFPTRYCYCLNNRTNDLSDFTALLVDIIGNSTSYLTEIFKSTSILSVNQSNESDCIFICVMTGKSGRNLSDFWEIEEKYPIINYTFTSGLSGVLGAATRGTARTSKPTTKSQKTLPSTSPGHWTQSTPWASALRSSPWTETAAPSETEETLNTGRPPELPARATATWFS.... Result: 0 (no interaction). (2) The miRNA is rno-miR-376b-5p with sequence GUGGAUAUUCCUUCUAUGGUUA. The protein sequence of the target gene is MRIFIAFEGSFEPFDVSADETVEVVKLMIKDYFHIPLSEDKQGRRYLELMYAGAALKDSWSLADVGISFCSTLKCFVKEEDKPTLYVFNAVTQDTMPVMESISLLDKTVSDLRTLVTLRCGLPVSVYCLRTPRGLEMYDCNTLKDYQTDIGTTLRLDVWDGWKEFLMGCLLGQKLKVQRYLSKEGPVLKYQKRVALYIAAFCGYIELTEWALKQGARPHEAVGVHPYRAWCHEALHADVSKCPIHAAAEAGQLLILKAFVNYSVLCLECKNAAGQTPLTIVFKHKHKDCVLYLLSKMWST.... Result: 0 (no interaction). (3) The miRNA is hsa-miR-145-5p with sequence GUCCAGUUUUCCCAGGAAUCCCU. The protein sequence of the target gene is MSKRGMSSRAKGDKAEALAALQAANEDLRAKLTDIQIELQQEKSKVSKVEREKNQELRQVREHEQHKTAVLLTELKTKLHEEKMKELQAVRETLLRQHEAELLRVIKIKDNENQRLQALLSALRDGGPEKVKTVLLSEAKEEAKKGFEVEKVKMQQEISELKGAKRQVEEALTLVIQADKIKAAEIRSVYHLHQEEITRIKKECEREIRRLMEEIKFKDRAVFVLERELGVQAGHAQRLQLQKEALDEQLSQVREADRHPGSPRRELPHAAGAGDASDHSGSPEQQLDEKDARRFQLKIA.... Result: 0 (no interaction). (4) The miRNA is hsa-miR-197-3p with sequence UUCACCACCUUCUCCACCCAGC. The protein sequence of the target gene is MATQAYTELQAAPPPSQPPQAPPQAQPQPPPPPPPAAPQPPQPPTAAATPQPQYVTELQSPQPQAQPPGGQKQYVTELPAVPAPSQPTGAPTPSPAPQQYIVVTVSEGAMRASETVSEASPGSTASQTGVPTQVVQQVQGTQQRLLVQTSVQAKPGHVSPLQLTNIQVPQQALPTQRLVVQSAAPGSKGGQVSLTVHGTQQVHSPPEQSPVQANSSSSKTAGAPTGTVPQQLQVHGVQQSVPVTQERSVVQATPQAPKPGPVQPLTVQGLQPVHVAQEVQQLQQVPVPHVYSSQVQYVEG.... Result: 1 (interaction). (5) The miRNA is hsa-miR-6829-3p with sequence UGCCUCCUCCGUGGCCUCAG. Result: 0 (no interaction). The protein sequence of the target gene is MGCSSSSTKTRRSDTSLRAALIIQNWYRGYKARLKARQHYALTIFQSIEYADEQGQMQLSTFFSFMLENYTHIHKEELELRNQSLESEQDMRDRWDYVDSIDVPDSYNGPRLQFPLTCTDIDLLLEAFKEQQILHAHYVLEVLFETKKVLKQMPNFTHIQTSPSKEVTICGDLHGKLDDLFLIFYKNGLPSERNPYVFNGDFVDRGKNSIEILMILCVSFLVYPNDLHLNRGNHEDFMMNLRYGFTKEILHKYKLHGKRILQILEEFYAWLPIGTIVDNEILVIHGGISETTDLNLLHRV.... (6) The miRNA is mmu-miR-466i-5p with sequence UGUGUGUGUGUGUGUGUGUG. The protein sequence of the target gene is MTSSHAMNITPLAQLALLFSTLLLPGTQALLAPTTPDAGSALNLTFDPWTRTLTWACDTAAGNVTVTSCTVTSREAGIHRRVSPFGCRCWFRRMMALHHGVTLDVNGTVGGAAAHWRLSFVNEGAAGSGAENLTCEIRAARFLSCAWREGPAAPADVRYSLRVLNSTGHDVARCMADPGDDVITQCIANDLSLLGSEAYLVVTGRSGAGPVRFLDDVVATKALERLGPPRDVTASCNSSHCTVSWAPPSTWASLTARDFQFEVQWQSAEPGSTPRKVLVVEETRLAFPSPAPHGGHKVKV.... Result: 1 (interaction). (7) The miRNA is hsa-miR-3913-5p with sequence UUUGGGACUGAUCUUGAUGUCU. The protein sequence of the target gene is MSSTEQSTSRATTSTNCTKTEETVDVIGTVEVTECNWTMTEESRDAIIRIIKERMSHTEYQYVDDDVPNSERCHFCMKRKGRWMGDDCSDHSSLCKHCCYEMIRDSIKDYKSGPLYARCPQCFRNISSLTRRKRRLTSEGHDENCPAPMVPMVNAEHSISLCDYTTSMMGGGQVNKGFESSSSL. Result: 0 (no interaction).